Task: Regression. Given a target protein amino acid sequence and a drug SMILES string, predict the binding affinity score between them. We predict pKi (pKi = -log10(Ki in M); higher means stronger inhibition). Dataset: bindingdb_ki.. Dataset: Drug-target binding data from BindingDB using Ki measurements The drug is O=C1Cc2cc(CCN3CCN(c4nsc5ccccc45)CC3)c(Cl)cc2N1. The target is MLLARMKPQVQPELGGADQ. The pKi is 6.0.